The task is: Predict the product of the given reaction.. This data is from Forward reaction prediction with 1.9M reactions from USPTO patents (1976-2016). (1) Given the reactants [Cl:1][C:2]1[N:10]([CH2:11][CH:12]=[CH2:13])[C:9]2[C:8](=[O:14])[NH:7][C:6](=[O:15])[NH:5][C:4]=2[N:3]=1.C(=O)([O-])[O-].[Na+].[Na+].[F:22][C:23]([F:27])([F:26])[CH2:24]I, predict the reaction product. The product is: [Cl:1][C:2]1[N:10]([CH2:11][CH:12]=[CH2:13])[C:9]2[C:8](=[O:14])[NH:7][C:6](=[O:15])[N:5]([CH2:24][C:23]([F:27])([F:26])[F:22])[C:4]=2[N:3]=1. (2) Given the reactants O.CC1C=CC(S(O)(=O)=O)=CC=1.C[O:14][C:15](OC)([C:18]1[CH:23]=[N:22][CH:21]=[C:20]([O:24][CH3:25])[N:19]=1)[CH2:16][OH:17].[Cl-].[Na+].C(=O)([O-])O.[Na+], predict the reaction product. The product is: [OH:17][CH2:16][C:15]([C:18]1[CH:23]=[N:22][CH:21]=[C:20]([O:24][CH3:25])[N:19]=1)=[O:14]. (3) Given the reactants [C:1]([O:5][C:6](=[O:21])[C@H:7]([NH:14][CH2:15][CH2:16][CH2:17][C:18](O)=[O:19])[C:8]1[CH:13]=[CH:12][CH:11]=[CH:10][CH:9]=1)([CH3:4])([CH3:3])[CH3:2].Cl.C(N=C=NCCCN(C)C)C, predict the reaction product. The product is: [O:19]=[C:18]1[CH2:17][CH2:16][CH2:15][N:14]1[C@H:7]([C:8]1[CH:13]=[CH:12][CH:11]=[CH:10][CH:9]=1)[C:6]([O:5][C:1]([CH3:4])([CH3:3])[CH3:2])=[O:21]. (4) Given the reactants [CH3:1][O:2][C:3]1[CH:8]=[CH:7][C:6]([C:9]2[C:14]([CH3:15])=[C:13]([C:16]([F:19])([F:18])[F:17])[N:12]3[N:20]=[CH:21][C:22]([C:23](O)=[O:24])=[C:11]3[N:10]=2)=[CH:5][CH:4]=1.CN(C(ON1N=NC2C=CC=NC1=2)=[N+](C)C)C.F[P-](F)(F)(F)(F)F.CCN(C(C)C)C(C)C.[CH3:59][C@H:60]1[NH:65][CH2:64][CH2:63][N:62]([C@H:66]([C:68]2[CH:73]=[C:72]([F:74])[CH:71]=[C:70]([F:75])[C:69]=2[F:76])[CH3:67])[CH2:61]1, predict the reaction product. The product is: [CH3:1][O:2][C:3]1[CH:4]=[CH:5][C:6]([C:9]2[C:14]([CH3:15])=[C:13]([C:16]([F:18])([F:17])[F:19])[N:12]3[N:20]=[CH:21][C:22]([C:23]([N:65]4[CH2:64][CH2:63][N:62]([C@H:66]([C:68]5[CH:73]=[C:72]([F:74])[CH:71]=[C:70]([F:75])[C:69]=5[F:76])[CH3:67])[CH2:61][C@H:60]4[CH3:59])=[O:24])=[C:11]3[N:10]=2)=[CH:7][CH:8]=1.